The task is: Predict the product of the given reaction.. This data is from Forward reaction prediction with 1.9M reactions from USPTO patents (1976-2016). Given the reactants Cl[CH2:2][CH2:3][O:4][C:5]1[C:13]2[C:8](=[N:9][CH:10]=[N:11][C:12]=2[NH:14][C:15]2[CH:20]=[CH:19][C:18]([O:21][CH2:22][C:23]3[CH:28]=[CH:27][CH:26]=[CH:25][N:24]=3)=[C:17]([Cl:29])[CH:16]=2)[NH:7][N:6]=1.[NH:30]1[CH2:34][CH2:33][CH2:32][C@H:31]1[CH2:35][OH:36], predict the reaction product. The product is: [Cl:29][C:17]1[CH:16]=[C:15]([NH:14][C:12]2[N:11]=[CH:10][N:9]=[C:8]3[NH:7][N:6]=[C:5]([O:4][CH2:3][CH2:2][N:30]4[CH2:34][CH2:33][CH2:32][C@H:31]4[CH2:35][OH:36])[C:13]=23)[CH:20]=[CH:19][C:18]=1[O:21][CH2:22][C:23]1[CH:28]=[CH:27][CH:26]=[CH:25][N:24]=1.